This data is from Reaction yield outcomes from USPTO patents with 853,638 reactions. The task is: Predict the reaction yield, written as a fraction of the theoretical maximum amount of product (1.0 means a 100% yield; for example, 0.34 means a 34% yield). (1) The reactants are C([O:5][C:6](=[O:38])[CH2:7][O:8][C:9]1[C:14]2[CH2:15][CH2:16][CH2:17][CH2:18][CH:19]([NH:20][S:21]([C:24]3[CH:29]=[C:28]([C:30]([F:33])([F:32])[F:31])[CH:27]=[C:26]([S:34]([CH3:37])(=[O:36])=[O:35])[CH:25]=3)(=[O:23])=[O:22])[C:13]=2[CH:12]=[CH:11][CH:10]=1)(C)(C)C.[OH-].[Na+]. No catalyst specified. The product is [CH3:37][S:34]([C:26]1[CH:25]=[C:24]([S:21]([NH:20][CH:19]2[C:13]3[CH:12]=[CH:11][CH:10]=[C:9]([O:8][CH2:7][C:6]([OH:38])=[O:5])[C:14]=3[CH2:15][CH2:16][CH2:17][CH2:18]2)(=[O:22])=[O:23])[CH:29]=[C:28]([C:30]([F:32])([F:31])[F:33])[CH:27]=1)(=[O:36])=[O:35]. The yield is 0.280. (2) The yield is 0.0800. The catalyst is CN(C)C(=O)C.O. The reactants are [NH2:1][C:2]1[N:10]=[C:9]([CH3:11])[CH:8]=[C:7]([CH3:12])[C:3]=1[C:4]([NH2:6])=[O:5].[C:13]([Si:17]([CH3:33])([CH3:32])[O:18][CH2:19][CH2:20][O:21][C:22]1[C:29]([CH3:30])=[CH:28][C:25]([CH:26]=O)=[CH:24][C:23]=1[CH3:31])([CH3:16])([CH3:15])[CH3:14].S([O-])(O)=O.[Na+].C1(C)C=CC(S(O)(=O)=O)=CC=1.C(=O)(O)[O-].[Na+]. The product is [C:13]([Si:17]([CH3:33])([CH3:32])[O:18][CH2:19][CH2:20][O:21][C:22]1[C:23]([CH3:31])=[CH:24][C:25]([C:26]2[NH:6][C:4](=[O:5])[C:3]3[C:7]([CH3:12])=[CH:8][C:9]([CH3:11])=[N:10][C:2]=3[N:1]=2)=[CH:28][C:29]=1[CH3:30])([CH3:16])([CH3:15])[CH3:14]. (3) The reactants are [OH:1][C:2]1[C:12]2[CH2:11][CH2:10][N:9]([C:13](=[O:18])[C:14]([F:17])([F:16])[F:15])[CH2:8][CH2:7][C:6]=2[CH:5]=[CH:4][CH:3]=1.C(=O)([O-])[O-].[K+].[K+].[CH2:25](Br)[CH:26]=[CH2:27]. The catalyst is CC(C)=O. The product is [CH2:27]([O:1][C:2]1[C:12]2[CH2:11][CH2:10][N:9]([C:13](=[O:18])[C:14]([F:17])([F:15])[F:16])[CH2:8][CH2:7][C:6]=2[CH:5]=[CH:4][CH:3]=1)[CH:26]=[CH2:25]. The yield is 0.980.